Predict the reactants needed to synthesize the given product. From a dataset of Full USPTO retrosynthesis dataset with 1.9M reactions from patents (1976-2016). Given the product [Cl:1][C:2]1[N:3]=[C:4]([C:9]([NH:11][C@H:12]2[CH2:17][CH2:16][N:15]([C:18]3[S:19][C:20]([C:23]([OH:25])=[O:24])=[CH:21][N:22]=3)[CH2:14][C@H:13]2[O:28][CH2:29][CH:30]([F:32])[F:31])=[O:10])[NH:5][C:6]=1[CH2:7][CH3:8], predict the reactants needed to synthesize it. The reactants are: [Cl:1][C:2]1[N:3]=[C:4]([C:9]([NH:11][C@H:12]2[CH2:17][CH2:16][N:15]([C:18]3[S:19][C:20]([C:23]([O:25]CC)=[O:24])=[CH:21][N:22]=3)[CH2:14][C@H:13]2[O:28][CH2:29][CH:30]([F:32])[F:31])=[O:10])[NH:5][C:6]=1[CH2:7][CH3:8].[OH-].[Li+].CO.